Dataset: Full USPTO retrosynthesis dataset with 1.9M reactions from patents (1976-2016). Task: Predict the reactants needed to synthesize the given product. (1) Given the product [CH3:1][N:2]1[CH2:3][CH2:4][C:5]([C:10]2[CH:11]=[CH:12][C:13]([O:16][CH3:17])=[CH:14][CH:15]=2)([CH2:8][NH:9][CH2:39][C:29]2[C:30]3[C:35](=[CH:34][CH:33]=[CH:32][CH:31]=3)[C:36]([O:37][CH3:38])=[C:27]([C:25]#[N:26])[C:28]=2[O:41][CH3:42])[CH2:6][CH2:7]1, predict the reactants needed to synthesize it. The reactants are: [CH3:1][N:2]1[CH2:7][CH2:6][C:5]([C:10]2[CH:15]=[CH:14][C:13]([O:16][CH3:17])=[CH:12][CH:11]=2)([CH2:8][NH2:9])[CH2:4][CH2:3]1.C(N(CC)CC)C.[C:25]([C:27]1[C:28]([O:41][CH3:42])=[C:29]([CH2:39]I)[C:30]2[C:35]([C:36]=1[O:37][CH3:38])=[CH:34][CH:33]=[CH:32][CH:31]=2)#[N:26]. (2) Given the product [CH:25]1[C:26]2[CH:14]([CH2:13][O:12][C:10]([NH:1][C@@H:2]([CH2:3][CH:4]([CH3:6])[CH3:5])[C:7]([NH:36][C:29]3[CH:30]=[CH:31][C:32]([CH2:33][OH:34])=[CH:27][CH:28]=3)=[O:8])=[O:11])[C:15]3[C:20](=[CH:19][CH:18]=[CH:17][CH:16]=3)[C:21]=2[CH:22]=[CH:23][CH:24]=1, predict the reactants needed to synthesize it. The reactants are: [NH:1]([C:10]([O:12][CH2:13][CH:14]1[C:26]2[C:21](=[CH:22][CH:23]=[CH:24][CH:25]=2)[C:20]2[C:15]1=[CH:16][CH:17]=[CH:18][CH:19]=2)=[O:11])[C@H:2]([C:7](O)=[O:8])[CH2:3][CH:4]([CH3:6])[CH3:5].[CH:27]1[C:32]([C:33](O)=[O:34])=[CH:31][CH:30]=[C:29]([NH2:36])[CH:28]=1.CCOC1N(C(OCC)=O)C2C(=CC=CC=2)C=C1.C1(C)C=CC=CC=1. (3) Given the product [Cl:68][C:59]1[CH:60]=[C:61]([C:64]([F:66])([F:65])[F:67])[CH:62]=[CH:63][C:58]=1[S:55]([NH:54][C:4]1[CH:3]=[C:2]([Cl:1])[C:7]([O:8][C:9]2[S:10][C:11]3[CH:17]=[C:16]([NH:18][S:19]([CH3:22])(=[O:21])=[O:20])[CH:15]=[CH:14][C:12]=3[N:13]=2)=[C:6]([Cl:23])[CH:5]=1)(=[O:57])=[O:56], predict the reactants needed to synthesize it. The reactants are: [Cl:1][C:2]1[CH:3]=[C:4](C2C=C(C(F)(F)F)C=CC=2S(N)(=O)=O)[CH:5]=[C:6]([Cl:23])[C:7]=1[O:8][C:9]1[S:10][C:11]2[CH:17]=[C:16]([NH:18][S:19]([CH3:22])(=[O:21])=[O:20])[CH:15]=[CH:14][C:12]=2[N:13]=1.NC1C=CC2N=C(OC3C(Cl)=CC([NH:54][S:55]([C:58]4[CH:63]=[CH:62][C:61]([C:64]([F:67])([F:66])[F:65])=[CH:60][C:59]=4[Cl:68])(=[O:57])=[O:56])=CC=3Cl)SC=2C=1.CS(Cl)(=O)=O. (4) Given the product [Cl:26][CH2:25][C:21](=[O:22])[CH2:20][C:8]1[CH:9]=[CH:10][C:11]2[C:6](=[CH:5][CH:4]=[C:3]([O:12][CH3:13])[C:2]=2[Cl:1])[CH:7]=1, predict the reactants needed to synthesize it. The reactants are: [Cl:1][C:2]1[C:11]2[C:6](=[CH:7][CH:8]=[CH:9][CH:10]=2)[CH:5]=[CH:4][C:3]=1[O:12][CH3:13].[Al+3].[Cl-].[Cl-].[Cl-].ClC[CH2:20][C:21](Cl)=[O:22].Cl[CH2:25][Cl:26].